Dataset: Reaction yield outcomes from USPTO patents with 853,638 reactions. Task: Predict the reaction yield, written as a fraction of the theoretical maximum amount of product (1.0 means a 100% yield; for example, 0.34 means a 34% yield). The reactants are [CH2:1]([N:8]([CH2:26][C:27]1[CH:32]=[CH:31][CH:30]=[CH:29][CH:28]=1)[C:9]1[CH:14]=[C:13](/[CH:15]=[C:16](\[O-])/[C:17]([O:19][CH2:20][CH3:21])=[O:18])[C:12]([N+:23]([O-])=O)=[CH:11][N:10]=1)[C:2]1[CH:7]=[CH:6][CH:5]=[CH:4][CH:3]=1.[K+]. The catalyst is C(O)(=O)C.C1(C)C=CC=CC=1.[Fe]. The product is [CH2:26]([N:8]([CH2:1][C:2]1[CH:7]=[CH:6][CH:5]=[CH:4][CH:3]=1)[C:9]1[CH:14]=[C:13]2[CH:15]=[C:16]([C:17]([O:19][CH2:20][CH3:21])=[O:18])[NH:23][C:12]2=[CH:11][N:10]=1)[C:27]1[CH:32]=[CH:31][CH:30]=[CH:29][CH:28]=1. The yield is 0.190.